This data is from Forward reaction prediction with 1.9M reactions from USPTO patents (1976-2016). The task is: Predict the product of the given reaction. (1) Given the reactants Cl[C:2]1[N:7]=[CH:6][CH:5]=[CH:4][N:3]=1.[C:8]([O:12][C:13]([N:15]1[CH2:20][CH2:19][NH:18][CH2:17][CH:16]1[CH3:21])=[O:14])([CH3:11])([CH3:10])[CH3:9], predict the reaction product. The product is: [C:8]([O:12][C:13]([N:15]1[CH2:20][CH2:19][N:18]([C:2]2[N:7]=[CH:6][CH:5]=[CH:4][N:3]=2)[CH2:17][CH:16]1[CH3:21])=[O:14])([CH3:11])([CH3:9])[CH3:10]. (2) Given the reactants [CH2:1]([O:3][C:4]([C:6]1[CH:10]=[C:9]([CH2:11][CH3:12])[S:8][CH:7]=1)=[O:5])[CH3:2].[Br:13]N1C(=O)CCC1=O, predict the reaction product. The product is: [CH2:1]([O:3][C:4]([C:6]1[CH:10]=[C:9]([CH2:11][CH3:12])[S:8][C:7]=1[Br:13])=[O:5])[CH3:2]. (3) Given the reactants [CH3:1][O:2][C:3](=[O:14])[CH2:4][C:5]1[CH:10]=[C:9]([CH3:11])[C:8]([OH:12])=[C:7]([Cl:13])[CH:6]=1.[Cl:15][C:16]1[N:17]=[N:18][C:19](Cl)=[CH:20][C:21]=1[CH:22]([CH3:24])[CH3:23].C(=O)([O-])[O-].[K+].[K+].Cl, predict the reaction product. The product is: [CH3:1][O:2][C:3](=[O:14])[CH2:4][C:5]1[CH:10]=[C:9]([CH3:11])[C:8]([O:12][C:19]2[N:18]=[N:17][C:16]([Cl:15])=[C:21]([CH:22]([CH3:24])[CH3:23])[CH:20]=2)=[C:7]([Cl:13])[CH:6]=1. (4) Given the reactants Cl[C:2]([O:4][CH2:5][C:6]([Cl:9])([Cl:8])[Cl:7])=[O:3].N1C=CC=CC=1.[NH2:16][C:17]1[C:31]([O:32][CH3:33])=[C:30]([CH3:34])[C:29]([O:35][CH3:36])=[CH:28][C:18]=1[C:19]([N:21]1[CH2:25][CH2:24][CH2:23][CH:22]1[CH2:26][OH:27])=[O:20], predict the reaction product. The product is: [CH3:34][C:30]1[C:29]([O:35][CH3:36])=[CH:28][C:18]([C:19]([N:21]2[CH2:25][CH2:24][CH2:23][CH:22]2[CH2:26][OH:27])=[O:20])=[C:17]([NH:16][C:2]([O:4][CH2:5][C:6]([Cl:9])([Cl:8])[Cl:7])=[O:3])[C:31]=1[O:32][CH3:33]. (5) Given the reactants [N+:1]([C:4]1[CH:9]=[CH:8][C:7]([C:10]([OH:12])=[O:11])=[CH:6][C:5]=1[C:13]([OH:15])=[O:14])([O-:3])=[O:2].S(=O)(=O)(O)O.[CH3:21]O, predict the reaction product. The product is: [C:13]([C:5]1[CH:6]=[C:7]([CH:8]=[CH:9][C:4]=1[N+:1]([O-:3])=[O:2])[C:10]([O:12][CH3:21])=[O:11])([OH:15])=[O:14]. (6) Given the reactants [CH3:1][C:2]1([CH3:12])[C:7](=[O:8])[CH2:6][C:5](=[O:9])[C:4]([CH3:11])([CH3:10])[O:3]1.C(Cl)(Cl)Cl.C1(C)C=CC=CC=1.C([O-])(=O)C.C([O-])(=O)C.C([O-])(=O)C.[Br:36][C:37]1[CH:38]=[CH:39][C:40]([CH3:44])=[C:41]([Pb+3])[CH:42]=1, predict the reaction product. The product is: [Br:36][C:37]1[CH:42]=[CH:41][C:40]([CH3:44])=[C:39]([CH:6]2[C:7](=[O:8])[C:2]([CH3:12])([CH3:1])[O:3][C:4]([CH3:11])([CH3:10])[C:5]2=[O:9])[CH:38]=1. (7) The product is: [Cl:57][C:58]([Cl:62])([Cl:61])[C:59](=[NH:60])[O:30][C@H:29]1[O:38][C@H:39]([CH2:49][O:50][C:51](=[O:53])[CH3:52])[C@@H:40]([O:41][Si:42]([C:45]([CH3:46])([CH3:47])[CH3:48])([CH3:44])[CH3:43])[C@H:27]([O:26][C:23](=[O:25])[CH3:24])[C@H:28]1[N:54]=[N+:55]=[N-:56]. Given the reactants CCCC[N+](CCCC)(CCCC)CCCC.[F-].C(O)(=O)C.[C:23]([O:26][C@H:27]1[C@H:40]([O:41][Si:42]([C:45]([CH3:48])([CH3:47])[CH3:46])([CH3:44])[CH3:43])[C@@H:39]([CH2:49][O:50][C:51](=[O:53])[CH3:52])[O:38][C@@H:29]([O:30][Si](C(C)(C)C)(C)C)[C@@H:28]1[N:54]=[N+:55]=[N-:56])(=[O:25])[CH3:24].[Cl:57][C:58]([Cl:62])([Cl:61])[C:59]#[N:60].C1CCN2C(=NCCC2)CC1, predict the reaction product. (8) Given the reactants Br[C:2]1[C:3]([NH:9][CH:10]2[CH2:13][CH2:12][CH2:11]2)=[N:4][C:5]([Cl:8])=[N:6][CH:7]=1.[CH3:14][N:15]1[CH:19]=[CH:18][C:17](B2OC(C)(C)C(C)(C)O2)=[N:16]1.C(=O)([O-])[O-].[K+].[K+].O1CCOCC1, predict the reaction product. The product is: [Cl:8][C:5]1[N:4]=[C:3]([NH:9][CH:10]2[CH2:13][CH2:12][CH2:11]2)[C:2]([C:17]2[CH:18]=[CH:19][N:15]([CH3:14])[N:16]=2)=[CH:7][N:6]=1. (9) Given the reactants [CH3:1][O:2][C:3]1[CH:9]=[CH:8][C:7]([N+:10]([O-:12])=[O:11])=[CH:6][C:4]=1[NH2:5].[CH3:13][C:14]([O:17][C:18](O[C:18]([O:17][C:14]([CH3:16])([CH3:15])[CH3:13])=[O:19])=[O:19])([CH3:16])[CH3:15], predict the reaction product. The product is: [CH3:1][O:2][C:3]1[CH:9]=[CH:8][C:7]([N+:10]([O-:12])=[O:11])=[CH:6][C:4]=1[NH:5][C:18](=[O:19])[O:17][C:14]([CH3:16])([CH3:15])[CH3:13].